This data is from Catalyst prediction with 721,799 reactions and 888 catalyst types from USPTO. The task is: Predict which catalyst facilitates the given reaction. (1) Reactant: [F:1][C:2]1[CH:7]=[CH:6][C:5]([C:8]2[N:12]=[C:11]([S:13][CH3:14])[N:10]([CH3:15])[C:9]=2[C:16]2[CH:21]=[CH:20][N:19]=[C:18]([NH:22][CH:23]3[CH2:28][CH2:27][CH:26]([OH:29])[CH2:25][CH2:24]3)[CH:17]=2)=[CH:4][CH:3]=1.[OH:30]O.N. Product: [F:1][C:2]1[CH:3]=[CH:4][C:5]([C:8]2[N:12]=[C:11]([S:13]([CH3:14])=[O:30])[N:10]([CH3:15])[C:9]=2[C:16]2[CH:21]=[CH:20][N:19]=[C:18]([NH:22][CH:23]3[CH2:28][CH2:27][CH:26]([OH:29])[CH2:25][CH2:24]3)[CH:17]=2)=[CH:6][CH:7]=1. The catalyst class is: 342. (2) Reactant: [OH:1][C:2]1[C:7]([CH2:8][C:9]2([CH2:12][O:13][C:14]3[CH:19]=[CH:18][C:17]([O:20][CH3:21])=[CH:16][CH:15]=3)[CH2:11][CH2:10]2)=[C:6]([CH3:22])[O:5][C:4](=O)[C:3]=1[CH:24]([CH3:26])[CH3:25].[OH-].[NH4+:28]. Product: [OH:1][C:2]1[C:7]([CH2:8][C:9]2([CH2:12][O:13][C:14]3[CH:19]=[CH:18][C:17]([O:20][CH3:21])=[CH:16][CH:15]=3)[CH2:11][CH2:10]2)=[C:6]([CH3:22])[NH:28][C:4](=[O:5])[C:3]=1[CH:24]([CH3:26])[CH3:25]. The catalyst class is: 12. (3) The catalyst class is: 5. Reactant: [BH4-].[Na+].[Br:3][C:4]1[CH2:9][CH2:8][C:7]([CH3:11])([CH3:10])[CH2:6][C:5]=1[CH:12]=[O:13]. Product: [Br:3][C:4]1[CH2:9][CH2:8][C:7]([CH3:10])([CH3:11])[CH2:6][C:5]=1[CH2:12][OH:13]. (4) Reactant: [Cl:1][CH2:2][C:3]1[CH:4]=[C:5]([CH:9]=[CH:10][CH:11]=1)[C:6](Cl)=[O:7].[N:12]1[CH:17]=[CH:16][CH:15]=[CH:14][C:13]=1[N:18]1[CH2:23][CH2:22][NH:21][CH2:20][CH2:19]1. Product: [Cl:1][CH2:2][C:3]1[CH:4]=[C:5]([C:6]([N:21]2[CH2:22][CH2:23][N:18]([C:13]3[CH:14]=[CH:15][CH:16]=[CH:17][N:12]=3)[CH2:19][CH2:20]2)=[O:7])[CH:9]=[CH:10][CH:11]=1. The catalyst class is: 2. (5) Reactant: [H-].[Na+].[Cl:3][C:4]1[CH:5]=[C:6]([C:10]2[C:15]([O:16][CH3:17])=[CH:14][CH:13]=[C:12]([CH2:18][C:19]3[CH:20]=[CH:21][C:22]([NH:25][C:26](=[O:28])[CH3:27])=[N:23][CH:24]=3)[C:11]=2[F:29])[CH:7]=[CH:8][CH:9]=1.[CH3:30][O:31][C:32](=[O:35])[CH2:33]Br. Product: [CH3:30][O:31][C:32](=[O:35])[CH2:33][N:25]([C:26](=[O:28])[CH3:27])[C:22]1[CH:21]=[CH:20][C:19]([CH2:18][C:12]2[C:11]([F:29])=[C:10]([C:6]3[CH:7]=[CH:8][CH:9]=[C:4]([Cl:3])[CH:5]=3)[C:15]([O:16][CH3:17])=[CH:14][CH:13]=2)=[CH:24][N:23]=1. The catalyst class is: 3.